Task: Predict the reactants needed to synthesize the given product.. Dataset: Full USPTO retrosynthesis dataset with 1.9M reactions from patents (1976-2016) (1) The reactants are: [CH:1]1[C:6]([CH2:7][C@H:8]([NH2:12])[C:9]([OH:11])=[O:10])=[CH:5][CH:4]=[C:3]([N:13]([CH2:17][CH2:18][Cl:19])[CH2:14][CH2:15][Cl:16])[CH:2]=1.C(=O)([O-])[O-].[Na+].[Na+].[C:26](OC(=O)C)(=[O:28])[CH3:27].C(O)(=O)CC(CC(O)=O)(C(O)=O)O. Given the product [CH3:27][C:26]([NH:12][CH:8]([C:9]([OH:11])=[O:10])[CH2:7][C:6]1[CH:5]=[CH:4][C:3]([N:13]([CH2:14][CH2:15][Cl:16])[CH2:17][CH2:18][Cl:19])=[CH:2][CH:1]=1)=[O:28], predict the reactants needed to synthesize it. (2) Given the product [CH:10]1([CH2:13][N:14]([CH2:1][C@@H:2]([OH:9])[C:3]2[CH:4]=[CH:5][CH:6]=[CH:7][CH:8]=2)[C:22](=[O:23])[O:24][C:25]([CH3:28])([CH3:27])[CH3:26])[CH2:12][CH2:11]1, predict the reactants needed to synthesize it. The reactants are: [CH2:1]1[O:9][C@H:2]1[C:3]1[CH:8]=[CH:7][CH:6]=[CH:5][CH:4]=1.[CH:10]1([CH2:13][NH2:14])[CH2:12][CH2:11]1.C(N(CC)CC)C.[C:22](O[C:22]([O:24][C:25]([CH3:28])([CH3:27])[CH3:26])=[O:23])([O:24][C:25]([CH3:28])([CH3:27])[CH3:26])=[O:23]. (3) Given the product [CH3:23][S:24]([OH:27])(=[O:26])=[O:25].[C:1]([N:9]1[CH2:13][CH2:12][C:11]([C:14]2[CH:19]=[CH:18][CH:17]=[CH:16][CH:15]=2)=[N:10]1)(=[O:8])[C:2]1[CH:7]=[CH:6][CH:5]=[N:4][CH:3]=1, predict the reactants needed to synthesize it. The reactants are: [C:1]([N:9]1[CH2:13][CH2:12][C:11]([C:14]2[CH:19]=[CH:18][CH:17]=[CH:16][CH:15]=2)=[N:10]1)(=[O:8])[C:2]1[CH:7]=[CH:6][CH:5]=[N:4][CH:3]=1.C(O)C.[CH3:23][S:24]([OH:27])(=[O:26])=[O:25].